This data is from Forward reaction prediction with 1.9M reactions from USPTO patents (1976-2016). The task is: Predict the product of the given reaction. Given the reactants [CH3:1][O:2][C:3](=[O:16])[CH2:4][CH2:5][N:6]1[C:10]2[CH:11]=[CH:12][CH:13]=[CH:14][C:9]=2[NH:8][C:7]1=[O:15].[CH3:17][C:18]1[CH:19]=[C:20]2[N:25]([C:26]=1[CH3:27])[CH:24]=[CH:23][CH:22]=[C:21]2[CH2:28]O.C1(P(C2C=CC=CC=2)C2C=CC=CC=2)C=CC=CC=1.CC(OC(/N=N/C(OC(C)C)=O)=O)C, predict the reaction product. The product is: [CH3:1][O:2][C:3](=[O:16])[CH2:4][CH2:5][N:6]1[C:10]2[CH:11]=[CH:12][CH:13]=[CH:14][C:9]=2[N:8]([CH2:28][C:21]2[C:20]3[N:25]([C:26]([CH3:27])=[C:18]([CH3:17])[CH:19]=3)[CH:24]=[CH:23][CH:22]=2)[C:7]1=[O:15].